Dataset: Full USPTO retrosynthesis dataset with 1.9M reactions from patents (1976-2016). Task: Predict the reactants needed to synthesize the given product. (1) The reactants are: [Cl:1][C:2]1[CH:10]=[CH:9][C:8]([S:11]([N:14]2[CH2:19][CH2:18][CH2:17][CH2:16][CH2:15]2)(=[O:13])=[O:12])=[CH:7][C:3]=1[C:4](Cl)=[O:5].C(N(CC)CC)C.[OH:27][C:28]([CH3:38])([CH3:37])[C:29]([C:31]1[CH:36]=[CH:35][CH:34]=[CH:33][CH:32]=1)=[O:30]. Given the product [CH3:37][C:28]([O:27][C:4](=[O:5])[C:3]1[CH:7]=[C:8]([S:11]([N:14]2[CH2:19][CH2:18][CH2:17][CH2:16][CH2:15]2)(=[O:13])=[O:12])[CH:9]=[CH:10][C:2]=1[Cl:1])([CH3:38])[C:29](=[O:30])[C:31]1[CH:36]=[CH:35][CH:34]=[CH:33][CH:32]=1, predict the reactants needed to synthesize it. (2) Given the product [CH3:18][C:15]1[CH:16]=[CH:17][C:12]([C:10]2[CH:9]=[C:4]([CH:3]=[C:2]([B:19]3[O:23][C:22]([CH3:25])([CH3:24])[C:21]([CH3:27])([CH3:26])[O:20]3)[CH:11]=2)[C:5]([O:7][CH3:8])=[O:6])=[N:13][CH:14]=1, predict the reactants needed to synthesize it. The reactants are: Br[C:2]1[CH:3]=[C:4]([CH:9]=[C:10]([C:12]2[CH:17]=[CH:16][C:15]([CH3:18])=[CH:14][N:13]=2)[CH:11]=1)[C:5]([O:7][CH3:8])=[O:6].[B:19]1([B:19]2[O:23][C:22]([CH3:25])([CH3:24])[C:21]([CH3:27])([CH3:26])[O:20]2)[O:23][C:22]([CH3:25])([CH3:24])[C:21]([CH3:27])([CH3:26])[O:20]1.C([O-])(=O)C.[K+].CN(C)C=O.ClCCl. (3) Given the product [ClH:29].[NH:1]1[CH2:4][CH2:3][C@H:2]1[CH2:5][O:6][C:7]1[CH:8]=[C:9]([C:13]2[CH:14]=[C:15]([CH2:19][C@@H:20]([OH:28])[CH2:21][C:22]3[CH:27]=[CH:26][CH:25]=[CH:24][CH:23]=3)[CH:16]=[CH:17][CH:18]=2)[CH:10]=[N:11][CH:12]=1, predict the reactants needed to synthesize it. The reactants are: [NH:1]1[CH2:4][CH2:3][C@H:2]1[CH2:5][O:6][C:7]1[CH:8]=[C:9]([C:13]2[CH:14]=[C:15]([CH2:19][C@@H:20]([OH:28])[CH2:21][C:22]3[CH:27]=[CH:26][CH:25]=[CH:24][CH:23]=3)[CH:16]=[CH:17][CH:18]=2)[CH:10]=[N:11][CH:12]=1.[ClH:29]. (4) The reactants are: [Cl:1][C:2]1[C:3](=[O:29])[N:4]([CH2:19][CH2:20][C:21]2[CH:28]=[CH:27][C:24]([C:25]#[N:26])=[CH:23][CH:22]=2)[C:5]([CH2:9][O:10][C:11]2[CH:16]=[CH:15][CH:14]=[C:13]([CH2:17][CH3:18])[CH:12]=2)=[C:6]([Cl:8])[CH:7]=1.[N-:30]=[N+:31]=[N-:32].[Na+].Cl.C(N(CC)CC)C.O. Given the product [Cl:1][C:2]1[C:3](=[O:29])[N:4]([CH2:19][CH2:20][C:21]2[CH:22]=[CH:23][C:24]([C:25]3[NH:32][N:31]=[N:30][N:26]=3)=[CH:27][CH:28]=2)[C:5]([CH2:9][O:10][C:11]2[CH:16]=[CH:15][CH:14]=[C:13]([CH2:17][CH3:18])[CH:12]=2)=[C:6]([Cl:8])[CH:7]=1, predict the reactants needed to synthesize it. (5) Given the product [CH3:26][N:27]1[C:10](=[O:9])[CH2:11][N:12]2[CH:16]=[C:15]([C:17]3[CH:22]=[CH:21][CH:20]=[CH:19][CH:18]=3)[CH:14]=[C:13]2[CH2:23]1, predict the reactants needed to synthesize it. The reactants are: C(O)(=O)C.CN.C([O:9][C:10](=O)[CH2:11][N:12]1[CH:16]=[C:15]([C:17]2[CH:22]=[CH:21][CH:20]=[CH:19][CH:18]=2)[CH:14]=[C:13]1[CH:23]=O)C.[C:26]([BH3-])#[N:27].[Na+]. (6) Given the product [CH3:58][O:57][C:54]1[CH:55]=[CH:56][C:51]2[S:50][C:49]([C:59]([O:61][CH3:62])=[O:60])=[C:48]([CH3:13])[C:52]=2[CH:53]=1, predict the reactants needed to synthesize it. The reactants are: CB(O)O.P([O-])([O-])([O-])=O.[K+].[K+].[K+].[CH:13]1(P(C2CCCCC2)C2C=CC=CC=2C2C(C(C)C)=CC(C(C)C)=CC=2C(C)C)CCCCC1.Cl[C:48]1[C:52]2[CH:53]=[C:54]([O:57][CH3:58])[CH:55]=[CH:56][C:51]=2[S:50][C:49]=1[C:59]([O:61][CH3:62])=[O:60]. (7) The reactants are: [CH:1]1([C:4]2[CH:5]=[N:6][C:7]([N:14]([C:21]3[CH:22]=[C:23]4[C:27](=[CH:28][CH:29]=3)[NH:26][CH:25]=[CH:24]4)[C:15](=[O:20])[C:16]([F:19])([F:18])[F:17])=[C:8]([CH:13]=2)[C:9]([O:11][CH3:12])=[O:10])[CH2:3][CH2:2]1.[H-].[Na+].[F:32][C:33]1[CH:34]=[C:35]([CH:38]=[CH:39][CH:40]=1)[CH2:36]Br.C(OCC)(=O)C. Given the product [CH:1]1([C:4]2[CH:5]=[N:6][C:7]([N:14]([C:21]3[CH:22]=[C:23]4[C:27](=[CH:28][CH:29]=3)[N:26]([CH2:36][C:35]3[CH:38]=[CH:39][CH:40]=[C:33]([F:32])[CH:34]=3)[CH:25]=[CH:24]4)[C:15](=[O:20])[C:16]([F:17])([F:19])[F:18])=[C:8]([CH:13]=2)[C:9]([O:11][CH3:12])=[O:10])[CH2:3][CH2:2]1, predict the reactants needed to synthesize it. (8) Given the product [CH2:1]([C@H:8]1[CH2:9][N:10]([C:14]2[CH:19]=[CH:18][C:17]([O:20][CH:21]([F:22])[F:23])=[C:16]([O:24][CH:25]3[CH2:29][CH2:28][CH2:27][CH2:26]3)[CH:15]=2)[CH2:11][CH2:12][N:13]1[C:36](=[O:37])[CH2:35][C:33]1[N:32]=[CH:31][NH:30][CH:34]=1)[C:2]1[CH:3]=[CH:4][CH:5]=[CH:6][CH:7]=1, predict the reactants needed to synthesize it. The reactants are: [CH2:1]([C@@H:8]1[NH:13][CH2:12][CH2:11][N:10]([C:14]2[CH:19]=[CH:18][C:17]([O:20][CH:21]([F:23])[F:22])=[C:16]([O:24][CH:25]3[CH2:29][CH2:28][CH2:27][CH2:26]3)[CH:15]=2)[CH2:9]1)[C:2]1[CH:7]=[CH:6][CH:5]=[CH:4][CH:3]=1.[NH:30]1[CH:34]=[C:33]([CH2:35][C:36](O)=[O:37])[N:32]=[CH:31]1.